Task: Predict the product of the given reaction.. Dataset: Forward reaction prediction with 1.9M reactions from USPTO patents (1976-2016) (1) Given the reactants C1(SCC2[C:18]3[C:13](=[CH:14][CH:15]=[C:16](C4C=CC=CC=4OC)[CH:17]=3)[NH:12]C(C)(C)C=2)CCCCC1.Br[CH2:30][C:31]1[C:40]2[C:35](=[CH:36][CH:37]=[C:38]([C:41]3[CH:46]=[CH:45][CH:44]=[CH:43][C:42]=3[O:47][CH3:48])[CH:39]=2)[NH:34][C:33]([CH3:50])([CH3:49])[CH:32]=1.C(=O)([O-])[O-].[K+].[K+].C1(S)CCCCC1, predict the reaction product. The product is: [CH3:48][O:47][C:42]1[CH:43]=[CH:44][CH:45]=[CH:46][C:41]=1[C:38]1[CH:39]=[C:40]2[C:35](=[CH:36][CH:37]=1)[NH:34][C:33]([CH3:50])([CH3:49])[CH:32]=[C:31]2[CH2:30][NH:12][C:13]1[CH:18]=[CH:17][CH:16]=[CH:15][CH:14]=1. (2) Given the reactants C([N:3]1[C:15]2[C:14]([O:16][CH3:17])=[CH:13][CH:12]=[C:11]([S:18](Cl)(=[O:20])=[O:19])[C:10]=2[C:9]2[C:4]1=[CH:5][CH:6]=[CH:7][CH:8]=2)=O.[NH2:22][C:23]1[CH:28]=[CH:27][N:26]=[CH:25][CH:24]=1, predict the reaction product. The product is: [CH3:17][O:16][C:14]1[C:15]2[NH:3][C:4]3[C:9](=[CH:8][CH:7]=[CH:6][CH:5]=3)[C:10]=2[C:11]([S:18]([NH:22][C:23]2[CH:28]=[CH:27][N:26]=[CH:25][CH:24]=2)(=[O:19])=[O:20])=[CH:12][CH:13]=1. (3) Given the reactants [CH3:1][C:2]1([CH3:8])[CH2:6][O:5][C:4](=[O:7])[NH:3]1.[Cl:9][C:10]1[N:15]=[C:14](Cl)[CH:13]=[C:12]([Cl:17])[N:11]=1.[H-].[Na+], predict the reaction product. The product is: [Cl:9][C:10]1[N:15]=[C:14]([N:3]2[C:2]([CH3:8])([CH3:1])[CH2:6][O:5][C:4]2=[O:7])[CH:13]=[C:12]([Cl:17])[N:11]=1.